From a dataset of NCI-60 drug combinations with 297,098 pairs across 59 cell lines. Regression. Given two drug SMILES strings and cell line genomic features, predict the synergy score measuring deviation from expected non-interaction effect. Drug 1: CCC1(CC2CC(C3=C(CCN(C2)C1)C4=CC=CC=C4N3)(C5=C(C=C6C(=C5)C78CCN9C7C(C=CC9)(C(C(C8N6C=O)(C(=O)OC)O)OC(=O)C)CC)OC)C(=O)OC)O.OS(=O)(=O)O. Drug 2: CCC1(CC2CC(C3=C(CCN(C2)C1)C4=CC=CC=C4N3)(C5=C(C=C6C(=C5)C78CCN9C7C(C=CC9)(C(C(C8N6C)(C(=O)OC)O)OC(=O)C)CC)OC)C(=O)OC)O.OS(=O)(=O)O. Cell line: CAKI-1. Synergy scores: CSS=15.8, Synergy_ZIP=-8.79, Synergy_Bliss=-1.12, Synergy_Loewe=-0.523, Synergy_HSA=-0.502.